From a dataset of Reaction yield outcomes from USPTO patents with 853,638 reactions. Predict the reaction yield, written as a fraction of the theoretical maximum amount of product (1.0 means a 100% yield; for example, 0.34 means a 34% yield). (1) The reactants are [S:1]1[C:5]2[CH:6]=[CH:7][CH:8]=[CH:9][C:4]=2[C:3]([C:10](Cl)=[O:11])=[CH:2]1.[NH2:13][C:14]1[C:15]([C:20]([NH:22][CH2:23][CH:24]2[CH2:29][CH2:28][O:27][CH2:26][CH2:25]2)=[O:21])=[N:16][CH:17]=[CH:18][CH:19]=1. No catalyst specified. The product is [S:1]1[C:5]2[CH:6]=[CH:7][CH:8]=[CH:9][C:4]=2[C:3]([C:10]([NH:13][C:14]2[C:15]([C:20]([NH:22][CH2:23][CH:24]3[CH2:25][CH2:26][O:27][CH2:28][CH2:29]3)=[O:21])=[N:16][CH:17]=[CH:18][CH:19]=2)=[O:11])=[CH:2]1. The yield is 0.860. (2) The reactants are [C:1]1([C:7]2[CH:16]=[C:15]([C:17](O)=[O:18])[C:14]3[C:9](=[CH:10][CH:11]=[CH:12][CH:13]=3)[N:8]=2)[CH:6]=[CH:5][CH:4]=[CH:3][CH:2]=1.[CH3:20][C@H:21]([NH2:28])[C:22]1[CH:27]=[CH:26][CH:25]=[CH:24][CH:23]=1.CCN(C(C)C)C(C)C.CN(C(ON1N=NC2C=CC=CC1=2)=[N+](C)C)C.F[P-](F)(F)(F)(F)F. The catalyst is C(Cl)Cl. The product is [C:22]1([CH:21]([NH:28][C:17]([C:15]2[C:14]3[C:9](=[CH:10][CH:11]=[CH:12][CH:13]=3)[N:8]=[C:7]([C:1]3[CH:6]=[CH:5][CH:4]=[CH:3][CH:2]=3)[CH:16]=2)=[O:18])[CH3:20])[CH:27]=[CH:26][CH:25]=[CH:24][CH:23]=1. The yield is 0.940. (3) The catalyst is C(Cl)Cl.CN(C1C=CN=CC=1)C. The product is [CH3:25][C:15]1[CH:20]=[CH:19][C:18]([S:21]([O:14][CH2:13][CH:9]2[O:8][C:7]3[C:2]([Br:1])=[CH:3][CH:4]=[CH:5][C:6]=3[N:11]([CH3:12])[CH2:10]2)(=[O:23])=[O:22])=[CH:17][CH:16]=1. The reactants are [Br:1][C:2]1[C:7]2[O:8][CH:9]([CH2:13][OH:14])[CH2:10][N:11]([CH3:12])[C:6]=2[CH:5]=[CH:4][CH:3]=1.[C:15]1([CH3:25])[CH:20]=[CH:19][C:18]([S:21](Cl)(=[O:23])=[O:22])=[CH:17][CH:16]=1.C(N(C(C)C)CC)(C)C. The yield is 0.840. (4) The reactants are [CH3:1][O:2][C:3]([NH:5][C:6]1[NH:10][C:9]2[CH:11]=[C:12]([C:15]3[CH:16]=[CH:17][C:18]4[O:24][CH2:23][CH2:22][N:21](C(OC(C)(C)C)=O)[CH2:20][C:19]=4[CH:32]=3)[CH:13]=[CH:14][C:8]=2[N:7]=1)=[O:4].CO.[ClH:35]. The catalyst is O1CCOCC1.C(OCC)C. The product is [ClH:35].[ClH:35].[O:24]1[C:18]2[CH:17]=[CH:16][C:15]([C:12]3[CH:13]=[CH:14][C:8]4[N:7]=[C:6]([NH:5][C:3](=[O:4])[O:2][CH3:1])[NH:10][C:9]=4[CH:11]=3)=[CH:32][C:19]=2[CH2:20][NH:21][CH2:22][CH2:23]1. The yield is 0.950. (5) The reactants are [NH2:1][CH2:2][C@H:3]1[CH2:7][N:6]([CH2:8][CH2:9][C:10]2[C:19]3[C:14](=[CH:15][CH:16]=[C:17]([O:20][CH3:21])[N:18]=3)[N:13]=[CH:12][C:11]=2[F:22])[CH2:5][C@H:4]1[OH:23].[O:24]=[C:25]1[NH:30][C:29]2[N:31]=[C:32]([CH:35]=O)[CH:33]=[CH:34][C:28]=2[S:27][CH2:26]1.[BH-](OC(C)=O)(OC(C)=O)OC(C)=O.[Na+]. The product is [F:22][C:11]1[CH:12]=[N:13][C:14]2[C:19]([C:10]=1[CH2:9][CH2:8][N:6]1[CH2:5][C@H:4]([OH:23])[C@H:3]([CH2:2][NH:1][CH2:35][C:32]3[CH:33]=[CH:34][C:28]4[S:27][CH2:26][C:25](=[O:24])[NH:30][C:29]=4[N:31]=3)[CH2:7]1)=[N:18][C:17]([O:20][CH3:21])=[CH:16][CH:15]=2. The yield is 0.660. The catalyst is C(Cl)Cl.CCO. (6) The reactants are [CH3:1][C:2]1([CH3:21])[C:11]2[C:6](=[CH:7][CH:8]=[CH:9][CH:10]=2)[N:5]([C:12]2[CH:17]=[CH:16][CH:15]=[CH:14][C:13]=2[N+:18]([O-])=O)[CH2:4][CH2:3]1.[NH4+].[Cl-]. The catalyst is CO.[Zn]. The product is [CH3:1][C:2]1([CH3:21])[C:11]2[C:6](=[CH:7][CH:8]=[CH:9][CH:10]=2)[N:5]([C:12]2[CH:17]=[CH:16][CH:15]=[CH:14][C:13]=2[NH2:18])[CH2:4][CH2:3]1. The yield is 0.730. (7) The reactants are [CH2:1]([N:12]1[C:20](=[O:21])[C:19]2[C:14](=[CH:15][CH:16]=[CH:17][CH:18]=2)[C:13]1=[O:22])[CH2:2][CH2:3][CH2:4][CH2:5][CH2:6][CH2:7][CH2:8]CC=C.[Mn]([O-])(=O)(=O)=O.[K+].S(=O)(O)[O-].[Na+].[C:34]([OH:37])(=[O:36])[CH3:35]. The catalyst is CCCCCCCC[N+](CCCCCCCC)(CCCCCCCC)C.[Cl-].CCCCCC.O. The product is [O:22]=[C:13]1[C:14]2[C:19](=[CH:18][CH:17]=[CH:16][CH:15]=2)[C:20](=[O:21])[N:12]1[CH2:1][CH2:2][CH2:3][CH2:4][CH2:5][CH2:6][CH2:7][CH2:8][CH2:35][C:34]([OH:37])=[O:36]. The yield is 0.610. (8) The reactants are [C:1]([O:5][C:6]([N:8]1[C:12]2[CH:13]=[CH:14][CH:15]=[CH:16][C:11]=2[N:10]=[C:9]1[CH2:17][NH:18][CH:19]1[C:28]2[N:27]=[CH:26][CH:25]=[CH:24][C:23]=2[CH2:22][CH2:21][CH2:20]1)=[O:7])([CH3:4])([CH3:3])[CH3:2].[C:29]([O:33][C:34](=[O:39])[NH:35][CH2:36][CH:37]=O)([CH3:32])([CH3:31])[CH3:30].C(O[BH-](OC(=O)C)OC(=O)C)(=O)C.[Na+].C([O-])(O)=O.[Na+]. The catalyst is ClCCl. The product is [C:1]([O:5][C:6]([N:8]1[C:12]2[CH:13]=[CH:14][CH:15]=[CH:16][C:11]=2[N:10]=[C:9]1[CH2:17][N:18]([CH2:37][CH2:36][NH:35][C:34]([O:33][C:29]([CH3:32])([CH3:31])[CH3:30])=[O:39])[CH:19]1[C:28]2[N:27]=[CH:26][CH:25]=[CH:24][C:23]=2[CH2:22][CH2:21][CH2:20]1)=[O:7])([CH3:4])([CH3:2])[CH3:3]. The yield is 0.960.